Dataset: Catalyst prediction with 721,799 reactions and 888 catalyst types from USPTO. Task: Predict which catalyst facilitates the given reaction. (1) Reactant: Cl.[C:2]([NH2:10])(=[NH:9])[C:3]1[CH:8]=[CH:7][N:6]=[CH:5][CH:4]=1.COC(OC)C.[CH2:17]1[CH2:27]CN2C(=NCCC2)[CH2:19][CH2:18]1. Product: [CH3:19][C:18]1[CH:17]=[CH:27][N:10]=[C:2]([C:3]2[CH:8]=[CH:7][N:6]=[CH:5][CH:4]=2)[N:9]=1. The catalyst class is: 3. (2) Reactant: F[C:2]1[CH:7]=[CH:6][C:5]([C:8]2([CH2:12][C:13]([O:15][CH2:16][CH3:17])=[O:14])[CH2:11][O:10][CH2:9]2)=[CH:4][C:3]=1[N+:18]([O-:20])=[O:19].[CH2:21]([NH:25][CH2:26][CH:27]([CH3:29])[CH3:28])[CH:22]([CH3:24])[CH3:23].C(=O)([O-])[O-].[Cs+].[Cs+]. Product: [CH2:21]([N:25]([CH2:26][CH:27]([CH3:29])[CH3:28])[C:2]1[CH:7]=[CH:6][C:5]([C:8]2([CH2:12][C:13]([O:15][CH2:16][CH3:17])=[O:14])[CH2:11][O:10][CH2:9]2)=[CH:4][C:3]=1[N+:18]([O-:20])=[O:19])[CH:22]([CH3:24])[CH3:23]. The catalyst class is: 173. (3) Reactant: [C:1]([C:5]1[CH:6]=[C:7]([CH:12]=[C:13]([C:15]#[N:16])[CH:14]=1)[C:8]([O:10]C)=[O:9])([CH3:4])([CH3:3])[CH3:2].[OH-].[Na+].Cl. Product: [C:1]([C:5]1[CH:6]=[C:7]([CH:12]=[C:13]([C:15]#[N:16])[CH:14]=1)[C:8]([OH:10])=[O:9])([CH3:4])([CH3:2])[CH3:3]. The catalyst class is: 24. (4) Reactant: [CH3:1][N:2]([CH3:5])[CH:3]=O.[C:6](Cl)(=O)[C:7](Cl)=O.C(OCCCC)=C.[F:19][C:20]([F:27])([F:26])[C:21](=[O:25])[CH2:22][C:23]#[N:24].C(N(CC)CC)C.Cl. Product: [CH3:1][N:2]([CH3:5])[CH:3]=[CH:6][CH:7]=[C:22]([C:21](=[O:25])[C:20]([F:27])([F:26])[F:19])[C:23]#[N:24]. The catalyst class is: 2. (5) Reactant: [CH3:1][C:2]1[C:3]([C:22]2[CH:23]=[C:24]3[C:29](=[CH:30][CH:31]=2)[N:28]=[C:27]([NH:32][CH3:33])[N:26]=[CH:25]3)=[C:4]2[C:9](=[CH:10][CH:11]=1)[C:8]([NH:12][C:13]1[CH:14]=[C:15](CC=O)[CH:16]=[CH:17][CH:18]=1)=[N:7][N:6]=[CH:5]2.[CH2:34]1[CH2:38][O:37]CC1.[CH3:39][Mg]Br.C1(C)C=CC=CC=1.O1CCCC1. Product: [CH3:1][C:2]1[C:3]([C:22]2[CH:23]=[C:24]3[C:29](=[CH:30][CH:31]=2)[N:28]=[C:27]([NH:32][CH3:33])[N:26]=[CH:25]3)=[C:4]2[C:9](=[CH:10][CH:11]=1)[C:8]([NH:12][C:13]1[CH:14]=[C:15]([C:38]([OH:37])([CH3:34])[CH3:39])[CH:16]=[CH:17][CH:18]=1)=[N:7][N:6]=[CH:5]2. The catalyst class is: 6.